This data is from Reaction yield outcomes from USPTO patents with 853,638 reactions. The task is: Predict the reaction yield, written as a fraction of the theoretical maximum amount of product (1.0 means a 100% yield; for example, 0.34 means a 34% yield). (1) The reactants are C(OC(=O)[NH:7][C@H:8]1[CH2:13][CH2:12][C@H:11]([CH2:14][CH2:15][CH2:16][CH2:17][CH2:18][Br:19])[CH2:10][CH2:9]1)(C)(C)C.CO.Br.C(Br)(=O)C. The catalyst is C1(C)C=CC=CC=1. The product is [Br:19][CH2:18][CH2:17][CH2:16][CH2:15][CH2:14][C@H:11]1[CH2:10][CH2:9][C@H:8]([NH2:7])[CH2:13][CH2:12]1. The yield is 0.970. (2) The reactants are [Cl:1][C:2]1[C:3]([O:29][C:30]2[C:35]([C:36]3[CH:41]=[CH:40][N:39]=[N:38][CH:37]=3)=[CH:34][C:33]([C:42]3[CH:47]=[CH:46][CH:45]=[CH:44][C:43]=3[F:48])=[C:32]([Cl:49])[CH:31]=2)=[CH:4][C:5]([F:28])=[C:6]([S:8]([N:11](CC2C=CC(OC)=CC=2OC)[C:12]2[S:13][CH:14]=[N:15][N:16]=2)(=[O:10])=[O:9])[CH:7]=1. The catalyst is Cl.O1CCOCC1. The product is [Cl:1][C:2]1[C:3]([O:29][C:30]2[C:35]([C:36]3[CH:41]=[CH:40][N:39]=[N:38][CH:37]=3)=[CH:34][C:33]([C:42]3[CH:47]=[CH:46][CH:45]=[CH:44][C:43]=3[F:48])=[C:32]([Cl:49])[CH:31]=2)=[CH:4][C:5]([F:28])=[C:6]([S:8]([NH:11][C:12]2[S:13][CH:14]=[N:15][N:16]=2)(=[O:10])=[O:9])[CH:7]=1. The yield is 0.0350. (3) The reactants are Br[CH2:2][CH2:3][CH3:4].[Cl:5][C:6]1[CH:7]=[CH:8][C:9]([OH:16])=[C:10]([CH:15]=1)[C:11]([O:13][CH3:14])=[O:12].C(=O)([O-])[O-].[K+].[K+]. The catalyst is C(#N)C. The product is [Cl:5][C:6]1[CH:7]=[CH:8][C:9]([O:16][CH2:2][CH2:3][CH3:4])=[C:10]([CH:15]=1)[C:11]([O:13][CH3:14])=[O:12]. The yield is 0.970. (4) The reactants are BrC1C=CC(C(C)(C)C(OCC)=O)=CC=1.COCCOC1C=CC(B(O)O)=CC=1.[CH3:30][O:31][CH2:32][CH2:33][O:34][C:35]1[CH:40]=[CH:39][C:38]([C:41]2[CH:46]=[CH:45][C:44]([C:47]([CH3:54])([CH3:53])[C:48]([O:50]CC)=[O:49])=[CH:43][CH:42]=2)=[CH:37][CH:36]=1.O.[OH-].[Li+]. The catalyst is O1CCCC1.C(O)C.O. The product is [CH3:30][O:31][CH2:32][CH2:33][O:34][C:35]1[CH:36]=[CH:37][C:38]([C:41]2[CH:46]=[CH:45][C:44]([C:47]([CH3:54])([CH3:53])[C:48]([OH:50])=[O:49])=[CH:43][CH:42]=2)=[CH:39][CH:40]=1. The yield is 1.00. (5) The reactants are [Br:1][C:2]1[C:7]([F:8])=[C:6]([OH:9])[C:5]([NH:10][C:11](=[O:24])[C:12]([CH3:23])([CH3:22])[CH2:13][O:14]CC2C=CC=CC=2)=[C:4]([C:25]#[N:26])[C:3]=1[CH3:27].[H][H]. The catalyst is C(OCC)(=O)C. The product is [Br:1][C:2]1[C:7]([F:8])=[C:6]([OH:9])[C:5]([NH:10][C:11](=[O:24])[C:12]([CH3:23])([CH3:22])[CH2:13][OH:14])=[C:4]([C:25]#[N:26])[C:3]=1[CH3:27]. The yield is 0.500. (6) The reactants are [OH-].[Na+].[Cl:3][C:4]1[CH:9]=[CH:8][CH:7]=[CH:6][C:5]=1[N:10]1[C:14]([C:15]([O:17]C)=[O:16])=[CH:13][C:12]([C:19]2[CH:24]=[CH:23][N:22]=[C:21]([Cl:25])[CH:20]=2)=[N:11]1.C1COCC1. The catalyst is O. The product is [Cl:3][C:4]1[CH:9]=[CH:8][CH:7]=[CH:6][C:5]=1[N:10]1[C:14]([C:15]([OH:17])=[O:16])=[CH:13][C:12]([C:19]2[CH:24]=[CH:23][N:22]=[C:21]([Cl:25])[CH:20]=2)=[N:11]1. The yield is 0.990. (7) The reactants are Br[C:2]1[CH:14]=[CH:13][C:5]([C:6]([N:8]([CH2:11][CH3:12])[CH2:9][CH3:10])=[O:7])=[C:4]([Cl:15])[CH:3]=1.[C:16](=O)([O-])[O-].[K+].[K+].C[Zn]C.ClCCl. The catalyst is CN(C=O)C.C1(C)C=CC=CC=1.C(OCC)(=O)C.C1C=CC(P(C2C=CC=CC=2)[C-]2C=CC=C2)=CC=1.C1C=CC(P(C2C=CC=CC=2)[C-]2C=CC=C2)=CC=1.Cl[Pd]Cl.[Fe+2]. The product is [Cl:15][C:4]1[CH:3]=[C:2]([CH3:16])[CH:14]=[CH:13][C:5]=1[C:6]([N:8]([CH2:11][CH3:12])[CH2:9][CH3:10])=[O:7]. The yield is 0.900. (8) The reactants are [O:1]1[CH2:6][CH:5]=[C:4](B2OC(C)(C)C(C)(C)O2)[CH2:3][CH2:2]1.I[C:17]1[N:18]=[C:19]([CH:29]2[CH2:34][CH2:33][N:32]([C:35]([O:37][C:38]([CH3:41])([CH3:40])[CH3:39])=[O:36])[CH2:31][CH2:30]2)[N:20]([CH2:22][CH2:23][N:24]2[CH2:28][CH2:27][CH2:26][CH2:25]2)[CH:21]=1.C(=O)([O-])[O-].[Na+].[Na+].F[B-](F)(F)F.C([PH+](C(C)(C)C)C(C)(C)C)(C)(C)C. The catalyst is O.C(OC)(C)(C)C.C([O-])(=O)C.[Pd+2].C([O-])(=O)C.CS(C)=O. The product is [O:1]1[CH2:6][CH:5]=[C:4]([C:17]2[N:18]=[C:19]([CH:29]3[CH2:34][CH2:33][N:32]([C:35]([O:37][C:38]([CH3:41])([CH3:40])[CH3:39])=[O:36])[CH2:31][CH2:30]3)[N:20]([CH2:22][CH2:23][N:24]3[CH2:28][CH2:27][CH2:26][CH2:25]3)[CH:21]=2)[CH2:3][CH2:2]1. The yield is 0.960. (9) The reactants are [Cl:1][C:2]1[N:7]=[CH:6][C:5]([CH2:8][N:9]([CH2:16][CH2:17][OH:18])[C:10]2[CH2:14][O:13][C:12](=[O:15])[CH:11]=2)=[CH:4][CH:3]=1.C([Li])CCC.BrBr.[Cl-].[NH4+]. The catalyst is O1CCCC1.CCCCCC. The product is [Cl:1][C:2]1[N:7]=[CH:6][C:5]([CH2:8][N:9]2[CH2:16][CH2:17][O:18][CH:14]3[O:13][C:12](=[O:15])[CH:11]=[C:10]23)=[CH:4][CH:3]=1. The yield is 0.320. (10) The reactants are [Cl-].O[NH3+:3].[C:4](=[O:7])([O-])[OH:5].[Na+].CS(C)=O.[CH2:13]([C:17]1[N:18]=[C:19]([CH3:44])[N:20]([CH2:39][C:40]([CH3:43])([CH3:42])[CH3:41])[C:21](=[O:38])[C:22]=1[CH2:23][C:24]1[CH:29]=[CH:28][C:27]([C:30]2[C:31]([C:36]#[N:37])=[CH:32][CH:33]=[CH:34][CH:35]=2)=[CH:26][CH:25]=1)[CH2:14][CH2:15][CH3:16]. The catalyst is C(OCC)(=O)C. The product is [CH2:13]([C:17]1[N:18]=[C:19]([CH3:44])[N:20]([CH2:39][C:40]([CH3:43])([CH3:42])[CH3:41])[C:21](=[O:38])[C:22]=1[CH2:23][C:24]1[CH:29]=[CH:28][C:27]([C:30]2[CH:35]=[CH:34][CH:33]=[CH:32][C:31]=2[C:36]2[NH:3][C:4](=[O:7])[O:5][N:37]=2)=[CH:26][CH:25]=1)[CH2:14][CH2:15][CH3:16]. The yield is 0.310.